Predict the reactants needed to synthesize the given product. From a dataset of Full USPTO retrosynthesis dataset with 1.9M reactions from patents (1976-2016). (1) Given the product [CH2:1]([C@@H:3]1[CH2:20][C:19]2[CH:18]=[C:17]([O:21][Si:34]([CH3:37])([CH3:36])[CH3:35])[CH:16]=[CH:15][C:14]=2[C@@H:13]2[C@@H:4]1[C@H:5]1[C@@:9]([CH2:11][CH2:12]2)([CH3:10])[C:8](=[O:23])[CH2:7][C@H:6]1[CH3:24])[CH3:2], predict the reactants needed to synthesize it. The reactants are: [CH2:1]([C@@H:3]1[CH2:20][C:19]2[CH:18]=[C:17]([O:21]C)[CH:16]=[CH:15][C:14]=2[C@@H:13]2[C@@H:4]1[C@H:5]1[C@@:9]([CH2:11][CH2:12]2)([CH3:10])[C:8](=[O:23])[CH2:7][C@H:6]1[CH3:24])[CH3:2].B(F)(F)F.N1C=CN=C1.[Si:34](Cl)([C:37](C)(C)C)([CH3:36])[CH3:35]. (2) Given the product [Br:3][C:4]1[C:5]([C:14]2[CH:19]=[CH:18][C:17]([F:20])=[CH:16][CH:15]=2)=[N:6][C:7]([N:22]([CH3:21])[S:23]([CH3:26])(=[O:25])=[O:24])=[N:8][C:9]=1[CH:10]([CH3:12])[CH3:11], predict the reactants needed to synthesize it. The reactants are: [H-].[Na+].[Br:3][C:4]1[C:5]([C:14]2[CH:19]=[CH:18][C:17]([F:20])=[CH:16][CH:15]=2)=[N:6][C:7](Cl)=[N:8][C:9]=1[CH:10]([CH3:12])[CH3:11].[CH3:21][NH:22][S:23]([CH3:26])(=[O:25])=[O:24]. (3) Given the product [CH3:25][C:24]1[N:20]=[C:19]([C:16]2[NH:17][C:18]3[C:14]([CH:15]=2)=[CH:13][CH:12]=[CH:11][C:10]=3[NH:9][S:6]([C:2]2[S:1][CH:5]=[CH:4][CH:3]=2)(=[O:7])=[O:8])[S:21][CH:23]=1, predict the reactants needed to synthesize it. The reactants are: [S:1]1[CH:5]=[CH:4][CH:3]=[C:2]1[S:6]([NH:9][C:10]1[CH:11]=[CH:12][CH:13]=[C:14]2[C:18]=1[NH:17][C:16]([C:19](=[S:21])[NH2:20])=[CH:15]2)(=[O:8])=[O:7].Br[CH2:23][C:24](=O)[CH3:25].C(O)C.CN(C)C(=O)C. (4) Given the product [CH2:38]([N:3]([CH2:1][CH3:2])[CH2:4][CH2:5][CH2:6][NH:7][C:8]1[N:9]=[C:10]([C:27]2[CH:28]=[C:29]([CH:33]=[C:34]([F:37])[C:35]=2[CH3:36])[C:30]([NH:76][C:74]2[S:73][CH:72]=[CH:71][N:75]=2)=[O:32])[C:11]2[CH:17]=[CH:16][C:15](=[O:18])[N:14]([C:19]3[C:20]([F:26])=[CH:21][CH:22]=[CH:23][C:24]=3[F:25])[C:12]=2[N:13]=1)[CH3:39], predict the reactants needed to synthesize it. The reactants are: [CH2:1]([N:3]([CH2:38][CH3:39])[CH2:4][CH2:5][CH2:6][NH:7][C:8]1[N:9]=[C:10]([C:27]2[CH:28]=[C:29]([CH:33]=[C:34]([F:37])[C:35]=2[CH3:36])[C:30]([OH:32])=O)[C:11]2[CH:17]=[CH:16][C:15](=[O:18])[N:14]([C:19]3[C:24]([F:25])=[CH:23][CH:22]=[CH:21][C:20]=3[F:26])[C:12]=2[N:13]=1)[CH3:2].CN(C(ON1N=NC2C=CC=CC1=2)=[N+](C)C)C.F[P-](F)(F)(F)(F)F.C(N(CC)CC)C.[CH:71]1[N:75]=[C:74]([NH2:76])[S:73][CH:72]=1. (5) The reactants are: [F:1][C:2]1[CH:3]=[C:4]([C@H:9]([CH2:40][OH:41])[C@@H:10]([C:33]2[CH:38]=[CH:37][C:36]([F:39])=[CH:35][CH:34]=2)[C:11]([NH:13][C@H:14]2[N:20]=[C:19]([C:21]3[CH:26]=[CH:25][CH:24]=[CH:23][CH:22]=3)[C:18]3[CH:27]=[CH:28][CH:29]=[CH:30][C:17]=3[N:16]([CH3:31])[C:15]2=[O:32])=[O:12])[CH:5]=[CH:6][C:7]=1[F:8].CI.[CH3:44][Si](C)(C)[N-][Si](C)(C)C.[K+]. Given the product [F:1][C:2]1[CH:3]=[C:4]([C@H:9]([CH2:40][O:41][CH3:44])[CH:10]([C:33]2[CH:38]=[CH:37][C:36]([F:39])=[CH:35][CH:34]=2)[C:11]([NH:13][CH:14]2[N:20]=[C:19]([C:21]3[CH:26]=[CH:25][CH:24]=[CH:23][CH:22]=3)[C:18]3[CH:27]=[CH:28][CH:29]=[CH:30][C:17]=3[N:16]([CH3:31])[C:15]2=[O:32])=[O:12])[CH:5]=[CH:6][C:7]=1[F:8], predict the reactants needed to synthesize it. (6) Given the product [Cl:1][C:2]1[CH:3]=[C:4]([C:5]2[O:7][N:43]=[C:42]([C:28]3[CH:29]=[C:30]4[C:34](=[C:26]([F:25])[CH:27]=3)[NH:33][C:32]([CH2:35][CH2:36][C:37]([O:39][CH2:40][CH3:41])=[O:38])=[CH:31]4)[N:45]=2)[CH:8]=[CH:9][C:10]=1[O:11][CH:12]([CH3:14])[CH3:13], predict the reactants needed to synthesize it. The reactants are: [Cl:1][C:2]1[CH:3]=[C:4]([CH:8]=[CH:9][C:10]=1[O:11][CH:12]([CH3:14])[CH3:13])[C:5]([OH:7])=O.C1C=CC2N(O)N=NC=2C=1.[F:25][C:26]1[CH:27]=[C:28](/[C:42](/[NH:45]O)=[N:43]/[H])[CH:29]=[C:30]2[C:34]=1[NH:33][C:32]([CH2:35][CH2:36][C:37]([O:39][CH2:40][CH3:41])=[O:38])=[CH:31]2.CCCC[N+](CCCC)(CCCC)CCCC.[F-]. (7) Given the product [CH2:24]([O:10][C:5]1[CH:4]=[CH:3][C:2]([F:1])=[CH:9][C:6]=1[CH:7]=[O:8])[CH:23]=[CH2:22], predict the reactants needed to synthesize it. The reactants are: [F:1][C:2]1[CH:9]=[C:6]([CH:7]=[O:8])[C:5]([OH:10])=[CH:4][CH:3]=1.C(=O)([O-])[O-].[K+].[K+].CN(C=O)C.[CH2:22](Br)[CH:23]=[CH2:24]. (8) Given the product [CH:23]1([N:19]2[C:10]3=[CH:9][N:8]=[CH:7][CH:12]=[C:11]3[CH:21]=[N:20]2)[CH2:22][CH2:24]1, predict the reactants needed to synthesize it. The reactants are: [N:8]1[CH:9]=[CH:10][CH:11]=[CH:12][C:7]=1[C:7]1[CH:12]=[CH:11][CH:10]=[CH:9][N:8]=1.C(=O)([O-])[O-].[Na+].[Na+].[NH:19]1[C:23]2=[CH:24]N=CC=[C:22]2[CH:21]=[N:20]1.C1(B(O)O)CC1.